Dataset: Catalyst prediction with 721,799 reactions and 888 catalyst types from USPTO. Task: Predict which catalyst facilitates the given reaction. (1) Reactant: Br[C:2]1[C:10]2[O:9][C:8]([NH:11][C:12]3[CH:22]=[CH:21][C:15]([C:16]([N:18]([CH3:20])[CH3:19])=[O:17])=[C:14]([CH3:23])[CH:13]=3)=[N:7][C:6]=2[CH:5]=[CH:4][CH:3]=1.[F:24][C:25]1[CH:39]=[C:38](B2OC(C)(C)C(C)(C)O2)[CH:37]=[C:36]([F:49])[C:26]=1[CH2:27][N:28]1[CH2:33][CH2:32][S:31](=[O:35])(=[O:34])[CH2:30][CH2:29]1.[O-]P([O-])([O-])=O.[K+].[K+].[K+].O. Product: [O:35]=[S:31]1(=[O:34])[CH2:32][CH2:33][N:28]([CH2:27][C:26]2[C:36]([F:49])=[CH:37][C:38]([C:2]3[C:10]4[O:9][C:8]([NH:11][C:12]5[CH:22]=[CH:21][C:15]([C:16]([N:18]([CH3:20])[CH3:19])=[O:17])=[C:14]([CH3:23])[CH:13]=5)=[N:7][C:6]=4[CH:5]=[CH:4][CH:3]=3)=[CH:39][C:25]=2[F:24])[CH2:29][CH2:30]1. The catalyst class is: 837. (2) Reactant: [NH2:1][C:2]1[O:3][CH:4]=[C:5]([C:7]([O-:9])=O)[N:6]=1.[Na+].C1C=CC2N(O)N=NC=2C=1.CCN=C=NCCCN(C)C.Cl.[NH2:33][C@H:34]([CH:53]([CH3:55])[CH3:54])[C:35]([N:37]1[CH2:42][CH2:41][C@@:40]([C:44]2[CH:49]=[CH:48][C:47]([Cl:50])=[CH:46][CH:45]=2)([OH:43])[C:39]([CH3:52])([CH3:51])[CH2:38]1)=[O:36]. Product: [NH2:1][C:2]1[O:3][CH:4]=[C:5]([C:7]([NH:33][C@H:34]([CH:53]([CH3:55])[CH3:54])[C:35]([N:37]2[CH2:42][CH2:41][C@@:40]([C:44]3[CH:45]=[CH:46][C:47]([Cl:50])=[CH:48][CH:49]=3)([OH:43])[C:39]([CH3:51])([CH3:52])[CH2:38]2)=[O:36])=[O:9])[N:6]=1. The catalyst class is: 3. (3) Reactant: [CH2:1]([N:8]1[C@H:13]([CH2:14][CH2:15][OH:16])[CH2:12][O:11][CH:10]([CH3:17])[C:9]1=[O:18])[C:2]1[CH:7]=[CH:6][CH:5]=[CH:4][CH:3]=1.N1C=CN=C1.[Si:24](Cl)([C:27]([CH3:30])([CH3:29])[CH3:28])([CH3:26])[CH3:25]. Product: [CH2:1]([N:8]1[C@H:13]([CH2:14][CH2:15][O:16][Si:24]([C:27]([CH3:30])([CH3:29])[CH3:28])([CH3:26])[CH3:25])[CH2:12][O:11][CH:10]([CH3:17])[C:9]1=[O:18])[C:2]1[CH:3]=[CH:4][CH:5]=[CH:6][CH:7]=1. The catalyst class is: 9. (4) Reactant: [N:1]1[N:5]2[CH:6]=[CH:7][CH:8]=[N:9][C:4]2=[C:3]([C:10](Cl)=[O:11])[CH:2]=1.[Si:13]([O:20][C:21]([CH3:39])([CH3:38])[CH2:22][C:23]1[S:24][C:25]([NH2:37])=[C:26]([C:28]2[CH:33]=[C:32]([Cl:34])[CH:31]=[CH:30][C:29]=2[O:35][CH3:36])[N:27]=1)([C:16]([CH3:19])([CH3:18])[CH3:17])([CH3:15])[CH3:14].N1C=CC=CC=1. Product: [Si:13]([O:20][C:21]([CH3:39])([CH3:38])[CH2:22][C:23]1[S:24][C:25]([NH:37][C:10]([C:3]2[CH:2]=[N:1][N:5]3[CH:6]=[CH:7][CH:8]=[N:9][C:4]=23)=[O:11])=[C:26]([C:28]2[CH:33]=[C:32]([Cl:34])[CH:31]=[CH:30][C:29]=2[O:35][CH3:36])[N:27]=1)([C:16]([CH3:18])([CH3:19])[CH3:17])([CH3:15])[CH3:14]. The catalyst class is: 2. (5) Reactant: [NH2:1][C@H:2]([C:7]([OH:9])=[O:8])[C@H:3]([CH2:5][CH3:6])[CH3:4].C(=O)(O)[O-].[Na+].[F:15][C:16]1[CH:21]=[C:20](F)[C:19]([N+:23]([O-:25])=[O:24])=[CH:18][C:17]=1[N+:26]([O-:28])=[O:27]. Product: [F:15][C:16]1[C:17]([N+:26]([O-:28])=[O:27])=[CH:18][C:19]([N+:23]([O-:25])=[O:24])=[C:20]([NH:1][C@@H:2]([C@@H:3]([CH3:4])[CH2:5][CH3:6])[C:7]([OH:9])=[O:8])[CH:21]=1. The catalyst class is: 6. (6) Reactant: [CH2:1]([O:3][C:4](=[O:20])[CH:5]([O:17][CH2:18][CH3:19])[CH2:6][C:7]1[CH:12]=[CH:11][C:10]([OH:13])=[CH:9][C:8]=1[O:14][CH2:15][CH3:16])[CH3:2].Cl[CH2:22][C:23]1[N:24]=[C:25]([C:29]2[CH:34]=[CH:33][C:32]([O:35][CH:36]([CH3:38])[CH3:37])=[CH:31][CH:30]=2)[O:26][C:27]=1[CH3:28].C(=O)([O-])[O-].[K+].[K+]. Product: [CH2:1]([O:3][C:4](=[O:20])[CH:5]([O:17][CH2:18][CH3:19])[CH2:6][C:7]1[CH:12]=[CH:11][C:10]([O:13][CH2:22][C:23]2[N:24]=[C:25]([C:29]3[CH:34]=[CH:33][C:32]([O:35][CH:36]([CH3:38])[CH3:37])=[CH:31][CH:30]=3)[O:26][C:27]=2[CH3:28])=[CH:9][C:8]=1[O:14][CH2:15][CH3:16])[CH3:2]. The catalyst class is: 9.